Dataset: Full USPTO retrosynthesis dataset with 1.9M reactions from patents (1976-2016). Task: Predict the reactants needed to synthesize the given product. (1) Given the product [Cl:8][C:7]1[C:2]([C:13]2[CH:12]=[CH:11][C:10]([Cl:9])=[C:15]([Cl:16])[CH:14]=2)=[N:3][CH:4]=[CH:5][N:6]=1, predict the reactants needed to synthesize it. The reactants are: Cl[C:2]1[C:7]([Cl:8])=[N:6][CH:5]=[CH:4][N:3]=1.[Cl:9][C:10]1[CH:11]=[C:12](B(O)O)[CH:13]=[CH:14][C:15]=1[Cl:16].[F-].[K+].CCOC(C)=O. (2) Given the product [Cl:1][C:2]1[CH:7]=[CH:6][C:5]([C:8]2[N:12]([CH2:13][CH2:14][C:15]([F:18])([F:16])[F:17])[C:11](=[O:19])[N:10]([CH2:20][C:21]([O:23][CH3:24])=[O:22])[N:9]=2)=[CH:4][CH:3]=1, predict the reactants needed to synthesize it. The reactants are: [Cl:1][C:2]1[CH:7]=[CH:6][C:5]([C:8]2[N:12](/[CH:13]=[CH:14]/[C:15]([F:18])([F:17])[F:16])[C:11](=[O:19])[N:10]([CH2:20][C:21]([O:23][CH3:24])=[O:22])[N:9]=2)=[CH:4][CH:3]=1. (3) Given the product [Cl:1][C:2]1[CH:10]=[CH:9][C:8]2[N:7](/[CH:18]=[C:19](/[C:21]3[CH:26]=[CH:25][C:24]([Cl:27])=[CH:23][C:22]=3[Cl:28])\[CH3:20])[C:6]3[CH2:11][CH2:12][N:13]([CH3:16])[CH2:14][CH2:15][C:5]=3[C:4]=2[CH:3]=1, predict the reactants needed to synthesize it. The reactants are: [Cl:1][C:2]1[CH:10]=[CH:9][C:8]2[NH:7][C:6]3[CH2:11][CH2:12][N:13]([CH3:16])[CH2:14][CH2:15][C:5]=3[C:4]=2[CH:3]=1.Br[CH:18]=[C:19]([C:21]1[CH:26]=[CH:25][C:24]([Cl:27])=[CH:23][C:22]=1[Cl:28])[CH3:20].N1CCC[C@H]1C(O)=O.[O-]P([O-])([O-])=O.[K+].[K+].[K+]. (4) Given the product [CH2:2]([N:4]([CH2:8][CH3:9])[CH2:5][CH2:6][S:7][CH2:15][CH2:16][OH:17])[CH3:3], predict the reactants needed to synthesize it. The reactants are: Cl.[CH2:2]([N:4]([CH2:8][CH3:9])[CH2:5][CH2:6][SH:7])[CH3:3].CO.[OH-].[Na+].Br[CH2:15][CH2:16][OH:17].